This data is from Reaction yield outcomes from USPTO patents with 853,638 reactions. The task is: Predict the reaction yield, written as a fraction of the theoretical maximum amount of product (1.0 means a 100% yield; for example, 0.34 means a 34% yield). (1) The reactants are [N:1]1([CH2:7][C:8]2[CH:13]=[CH:12][C:11]([NH:14][C:15]([C:17]3[C:21]([NH2:22])=[CH:20][NH:19][N:18]=3)=[O:16])=[CH:10][CH:9]=2)[CH2:6][CH2:5][O:4][CH2:3][CH2:2]1.Cl[C:24]1[C:25]2[S:32][CH:31]=[CH:30][C:26]=2[N:27]=[CH:28][N:29]=1. No catalyst specified. The product is [N:27]1[C:26]2[CH:30]=[CH:31][S:32][C:25]=2[C:24]([NH:22][C:21]2[C:17]([C:15]([NH:14][C:11]3[CH:12]=[CH:13][C:8]([CH2:7][N:1]4[CH2:6][CH2:5][O:4][CH2:3][CH2:2]4)=[CH:9][CH:10]=3)=[O:16])=[N:18][NH:19][CH:20]=2)=[N:29][CH:28]=1. The yield is 0.520. (2) The reactants are [CH2:1]([O:8][CH2:9][CH2:10][O:11][C:12]1[CH:33]=[CH:32][C:31]([O:34][CH3:35])=[CH:30][C:13]=1[CH2:14][NH:15][C:16]1[CH:21]=[C:20]([F:22])[CH:19]=[CH:18][C:17]=1[O:23][C:24]1[CH:29]=[CH:28][CH:27]=[CH:26][CH:25]=1)[C:2]1[CH:7]=[CH:6][CH:5]=[CH:4][CH:3]=1.[C:36](OC(=O)C)(=[O:38])[CH3:37]. The catalyst is N1C=CC=CC=1. The product is [CH2:1]([O:8][CH2:9][CH2:10][O:11][C:12]1[CH:33]=[CH:32][C:31]([O:34][CH3:35])=[CH:30][C:13]=1[CH2:14][N:15]([C:16]1[CH:21]=[C:20]([F:22])[CH:19]=[CH:18][C:17]=1[O:23][C:24]1[CH:29]=[CH:28][CH:27]=[CH:26][CH:25]=1)[C:36](=[O:38])[CH3:37])[C:2]1[CH:3]=[CH:4][CH:5]=[CH:6][CH:7]=1. The yield is 0.790.